This data is from Reaction yield outcomes from USPTO patents with 853,638 reactions. The task is: Predict the reaction yield, written as a fraction of the theoretical maximum amount of product (1.0 means a 100% yield; for example, 0.34 means a 34% yield). (1) The reactants are [CH:1]([C:4]([C:6]1[S:10][C:9]([NH2:11])=[N:8][C:7]=1[C:12]1[O:13][CH:14]=[CH:15][CH:16]=1)=[O:5])([CH3:3])[CH3:2].[C:17](O)(=[O:24])[C:18]1[CH:23]=[CH:22][N:21]=[CH:20][CH:19]=1.CCN=C=NCCCN(C)C.Cl.O.ON1C2C=CC=CC=2N=N1. The catalyst is CN(C=O)C. The product is [O:13]1[CH:14]=[CH:15][CH:16]=[C:12]1[C:7]1[N:8]=[C:9]([NH:11][C:17]([C:18]2[CH:23]=[CH:22][N:21]=[CH:20][CH:19]=2)=[O:24])[S:10][C:6]=1[C:4](=[O:5])[CH:1]([CH3:3])[CH3:2]. The yield is 0.710. (2) The reactants are [CH2:1]([C:3]1[S:28][C:6]2[N:7]([CH2:13][C:14]3[CH:19]=[CH:18][C:17]([C:20]4[C:21]([C:26]#[N:27])=[CH:22][CH:23]=[CH:24][CH:25]=4)=[CH:16][CH:15]=3)[C:8](=[O:12])[NH:9][C:10](=[O:11])[C:5]=2[CH:4]=1)[CH3:2].[O:29]1[C:33]2[CH:34]=[CH:35][CH:36]=[CH:37][C:32]=2[CH:31]=[C:30]1[C:38](=[O:41])[CH2:39]Br.[H-].[Na+].[Cl-].O[NH3+:46].[C:47](=[O:50])([O-])[OH:48].[Na+]. The catalyst is C(OCC)(=O)C.CS(C)=O.C(Cl)(Cl)Cl.CN(C)C=O. The product is [O:29]1[C:33]2[CH:34]=[CH:35][CH:36]=[CH:37][C:32]=2[CH:31]=[C:30]1[C:38](=[O:41])[CH2:39][N:9]1[C:10](=[O:11])[C:5]2[CH:4]=[C:3]([CH2:1][CH3:2])[S:28][C:6]=2[N:7]([CH2:13][C:14]2[CH:19]=[CH:18][C:17]([C:20]3[CH:25]=[CH:24][CH:23]=[CH:22][C:21]=3[C:26]3[NH:46][C:47](=[O:50])[O:48][N:27]=3)=[CH:16][CH:15]=2)[C:8]1=[O:12]. The yield is 0.200. (3) The reactants are [Br:1][C:2]1[N:7]=[C:6]2[C:8]([C:11]([OH:13])=O)=[CH:9][NH:10][C:5]2=[N:4][CH:3]=1.[CH3:14][CH:15]([NH2:17])[CH3:16].CN(C(ON1N=NC2C=CC=NC1=2)=[N+](C)C)C.F[P-](F)(F)(F)(F)F. The catalyst is C1COCC1. The product is [Br:1][C:2]1[N:7]=[C:6]2[C:8]([C:11]([NH:17][CH:15]([CH3:16])[CH3:14])=[O:13])=[CH:9][NH:10][C:5]2=[N:4][CH:3]=1. The yield is 0.620. (4) The catalyst is C(O)(=O)C. The product is [CH3:3][N:4]([CH2:14][C:15]1[CH:16]=[C:17]([C:21]2[S:25][C:24]([CH:26]=[CH:27][C:28]([OH:30])=[O:29])=[CH:23][CH:22]=2)[CH:18]=[CH:19][CH:20]=1)[C:5](=[O:13])[CH2:6][CH2:7][CH2:8][CH2:9][CH2:10][CH2:11][CH3:12]. The reactants are [OH-].[Na+].[CH3:3][N:4]([CH2:14][C:15]1[CH:16]=[C:17]([C:21]2[S:25][C:24]([CH:26]=[CH:27][C:28]([O:30]C)=[O:29])=[CH:23][CH:22]=2)[CH:18]=[CH:19][CH:20]=1)[C:5](=[O:13])[CH2:6][CH2:7][CH2:8][CH2:9][CH2:10][CH2:11][CH3:12].O1CCCC1.CO.O. The yield is 0.730. (5) The reactants are [CH3:1][C:2]1[CH:3]=[N:4][CH:5]=[C:6]([CH:10]=1)[C:7](Cl)=[O:8].C[C:12]1[CH:13]=[N:14][CH:15]=[C:16]([CH:20]=1)C(O)=O.C([N:23]([CH2:26]C)CC)C.C[N:29](C)C=O. The catalyst is ClCCl. The product is [N:14]1[CH:13]=[CH:12][CH:20]=[CH:16][C:15]=1[C:26]1[N:23]=[C:7]([C:6]2[CH:5]=[N:4][CH:3]=[C:2]([CH3:1])[CH:10]=2)[O:8][N:29]=1. The yield is 0.470. (6) The reactants are C([Li])CCC.[Cl:6][C:7]1[CH:12]=[CH:11][C:10]([NH:13][C:14](=[O:19])[C:15]([CH3:18])([CH3:17])[CH3:16])=[CH:9][CH:8]=1.C[O:21][B:22](OC)[O:23]C.O. The catalyst is C1COCC1. The product is [BH:22]([OH:23])[OH:21].[Cl:6][C:7]1[CH:12]=[CH:11][C:10]([NH:13][C:14](=[O:19])[C:15]([CH3:17])([CH3:16])[CH3:18])=[CH:9][CH:8]=1. The yield is 0.632. (7) The reactants are [CH3:1][C:2]1[O:6][N:5]=[C:4]([C:7]2[CH:12]=[CH:11][N:10]=[CH:9][N:8]=2)[C:3]=1[CH2:13][O:14][C:15]1[CH:23]=[CH:22][C:18]([C:19]([OH:21])=O)=[CH:17][N:16]=1.[CH2:24]([NH2:26])[CH3:25]. No catalyst specified. The product is [CH2:24]([NH:26][C:19](=[O:21])[C:18]1[CH:22]=[CH:23][C:15]([O:14][CH2:13][C:3]2[C:4]([C:7]3[CH:12]=[CH:11][N:10]=[CH:9][N:8]=3)=[N:5][O:6][C:2]=2[CH3:1])=[N:16][CH:17]=1)[CH3:25]. The yield is 0.780.